Dataset: Reaction yield outcomes from USPTO patents with 853,638 reactions. Task: Predict the reaction yield, written as a fraction of the theoretical maximum amount of product (1.0 means a 100% yield; for example, 0.34 means a 34% yield). (1) The reactants are C(OC(=O)[CH:5]([C:15]1[CH:20]=[CH:19][C:18]([O:21][CH3:22])=[CH:17][C:16]=1[Cl:23])[C:6]([C:8]1[CH:13]=[N:12][C:11]([CH3:14])=[CH:10][N:9]=1)=[O:7])C.[Cl-].[Na+].O.CS(C)=O. The catalyst is C(OCC)(=O)C. The product is [Cl:23][C:16]1[CH:17]=[C:18]([O:21][CH3:22])[CH:19]=[CH:20][C:15]=1[CH2:5][C:6]([C:8]1[CH:13]=[N:12][C:11]([CH3:14])=[CH:10][N:9]=1)=[O:7]. The yield is 0.670. (2) The reactants are Br[C:2]1[S:6][C:5]([NH:7][C:8]([NH:10][C:11]2[CH:16]=[CH:15][C:14]([CH3:17])=[CH:13][C:12]=2[C:18]([CH:20]2[CH2:24][CH2:23][CH2:22][CH2:21]2)=[O:19])=[O:9])=[N:4][CH:3]=1.[CH3:25][O:26][C:27](=[O:39])[CH:28]([NH:31][C:32]([O:34][C:35]([CH3:38])([CH3:37])[CH3:36])=[O:33])[CH2:29][SH:30]. No catalyst specified. The product is [CH3:25][O:26][C:27](=[O:39])[CH:28]([NH:31][C:32]([O:34][C:35]([CH3:37])([CH3:36])[CH3:38])=[O:33])[CH2:29][S:30][C:2]1[S:6][C:5]([NH:7][C:8]([NH:10][C:11]2[CH:16]=[CH:15][C:14]([CH3:17])=[CH:13][C:12]=2[C:18]([CH:20]2[CH2:24][CH2:23][CH2:22][CH2:21]2)=[O:19])=[O:9])=[N:4][CH:3]=1. The yield is 0.350. (3) The reactants are [C:1]([O:20][CH2:21][C:22]1([OH:25])[CH2:24][CH2:23]1)([C:14]1[CH:19]=[CH:18][CH:17]=[CH:16][CH:15]=1)([C:8]1[CH:13]=[CH:12][CH:11]=[CH:10][CH:9]=1)[C:2]1[CH:7]=[CH:6][CH:5]=[CH:4][CH:3]=1.[CH3:26]N1C(=O)CCC1.CCCCO[P:38]([O:41][CH2:42][CH2:43]CC)([CH3:40])=[O:39].[NH4+].[Cl-].C[C:49]([O:52]C)([CH3:51])[CH3:50]. No catalyst specified. The product is [CH:42]([O:41][P:38]([CH2:40][O:25][C:22]1([CH2:21][O:20][C:1]([C:8]2[CH:13]=[CH:12][CH:11]=[CH:10][CH:9]=2)([C:14]2[CH:15]=[CH:16][CH:17]=[CH:18][CH:19]=2)[C:2]2[CH:3]=[CH:4][CH:5]=[CH:6][CH:7]=2)[CH2:23][CH2:24]1)(=[O:39])[O:52][CH:49]([CH3:50])[CH3:51])([CH3:43])[CH3:26]. The yield is 0.713. (4) The reactants are [CH2:1]([C:3]([C:6]1[C:11]2[N:12]([CH3:16])[C:13](=[O:15])[NH:14][C:10]=2[C:9]([C:17]([F:20])([F:19])[F:18])=[CH:8][CH:7]=1)=[CH:4][CH3:5])[CH3:2].[H][H]. The catalyst is [Pd].C(O)(=O)C. The product is [CH2:1]([CH:3]([C:6]1[C:11]2[N:12]([CH3:16])[C:13](=[O:15])[NH:14][C:10]=2[C:9]([C:17]([F:18])([F:20])[F:19])=[CH:8][CH:7]=1)[CH2:4][CH3:5])[CH3:2]. The yield is 0.720.